Dataset: Reaction yield outcomes from USPTO patents with 853,638 reactions. Task: Predict the reaction yield, written as a fraction of the theoretical maximum amount of product (1.0 means a 100% yield; for example, 0.34 means a 34% yield). (1) The reactants are C[O:2][C:3](=O)[C:4]([N:6]([CH:16]1[CH2:18][CH2:17]1)[C:7]1[CH:12]=[CH:11][CH:10]=[CH:9][C:8]=1[N+:13]([O-])=[O:14])=[O:5]. The yield is 0.840. The catalyst is CO.[Pd].C(OCC)(=O)C. The product is [CH:16]1([N:6]2[C:7]3[C:8](=[CH:9][CH:10]=[CH:11][CH:12]=3)[N:13]([OH:14])[C:3](=[O:2])[C:4]2=[O:5])[CH2:18][CH2:17]1. (2) The reactants are C([N:14]1[CH2:17][C:16]([CH2:19][NH:20][C:21](=[O:26])[C:22]([F:25])([F:24])[F:23])([CH3:18])[CH2:15]1)(C1C=CC=CC=1)C1C=CC=CC=1.[ClH:27]. The catalyst is CO.[Pd]. The product is [ClH:27].[F:25][C:22]([F:23])([F:24])[C:21]([NH:20][CH2:19][C:16]1([CH3:18])[CH2:15][NH:14][CH2:17]1)=[O:26]. The yield is 0.930. (3) The reactants are [C:1]1([CH2:7][CH2:8][CH2:9][O:10][C:11]2[C:12]([C:16]3[CH:17]=[N:18][CH:19]=[CH:20][CH:21]=3)=[N:13][NH:14][CH:15]=2)C=CC=CC=1.BrCCCC.N1C=CC=C(C2C(O)=CN(COCC[Si](C)(C)C)N=2)C=1. The catalyst is CCOCC.C(OCC)(=O)C. The product is [CH2:9]([O:10][C:11]1[C:12]([C:16]2[CH:17]=[N:18][CH:19]=[CH:20][CH:21]=2)=[N:13][NH:14][CH:15]=1)[CH2:8][CH2:7][CH3:1]. The yield is 0.300. (4) The reactants are [OH-].[K+].[CH3:3][O:4][C:5](=[O:30])[CH:6]([NH:15][C:16]1[CH:21]=[CH:20][CH:19]=[CH:18][C:17]=1[C:22](=[O:29])[C:23]1[CH:28]=[CH:27][CH:26]=[N:25][CH:24]=1)[CH2:7][C:8]1[CH:13]=[CH:12][C:11]([OH:14])=[CH:10][CH:9]=1.[Br:31][CH2:32][CH2:33]Br. The catalyst is C(O)C. The product is [CH3:3][O:4][C:5](=[O:30])[CH:6]([NH:15][C:16]1[CH:21]=[CH:20][CH:19]=[CH:18][C:17]=1[C:22](=[O:29])[C:23]1[CH:28]=[CH:27][CH:26]=[N:25][CH:24]=1)[CH2:7][C:8]1[CH:13]=[CH:12][C:11]([O:14][CH2:33][CH2:32][Br:31])=[CH:10][CH:9]=1. The yield is 0.282. (5) The reactants are O.[NH2:2][NH2:3].Cl[C:5]1[N:12]=[C:11]([S:13][C:14]2[CH:19]=[CH:18][C:17]([F:20])=[CH:16][C:15]=2[F:21])[CH:10]=[CH:9][C:6]=1[C:7]#[N:8]. The catalyst is C(O)CC. The product is [F:21][C:15]1[CH:16]=[C:17]([F:20])[CH:18]=[CH:19][C:14]=1[S:13][C:11]1[N:12]=[C:5]2[NH:2][N:3]=[C:7]([NH2:8])[C:6]2=[CH:9][CH:10]=1. The yield is 0.390. (6) The reactants are [CH:1]1([C:4]2[CH:8]=[C:7]([NH:9][C:10](=[O:18])OC3C=CC=CC=3)[N:6]([C:19]3[CH:24]=[CH:23][CH:22]=[CH:21][CH:20]=3)[N:5]=2)[CH2:3][CH2:2]1.[CH3:25][O:26][C:27]1[CH:28]=[C:29]2[C:34](=[CH:35][C:36]=1[O:37][CH3:38])[N:33]=[CH:32][N:31]=[C:30]2[S:39][C:40]1[CH:41]=[C:42]([CH:44]=[CH:45][CH:46]=1)[NH2:43].O. The catalyst is CS(C)=O. The product is [CH:1]1([C:4]2[CH:8]=[C:7]([NH:9][C:10]([NH:43][C:42]3[CH:44]=[CH:45][CH:46]=[C:40]([S:39][C:30]4[C:29]5[C:34](=[CH:35][C:36]([O:37][CH3:38])=[C:27]([O:26][CH3:25])[CH:28]=5)[N:33]=[CH:32][N:31]=4)[CH:41]=3)=[O:18])[N:6]([C:19]3[CH:20]=[CH:21][CH:22]=[CH:23][CH:24]=3)[N:5]=2)[CH2:2][CH2:3]1. The yield is 0.470. (7) The reactants are [Si]([N:5]=[N+:6]=[N-:7])(C)(C)C.[C:8]([O:12][C:13](=[O:48])[N:14]([C@H:16]([C:18](=[O:47])[NH:19][C@@H:20]1[C:26](=[O:27])[N:25]([CH2:28][C:29]2[C:38]3[C:33](=[CH:34][C:35]([C:39]#[N:40])=[CH:36][CH:37]=3)[CH:32]=[CH:31][C:30]=2[O:41][CH3:42])[C:24]2[CH:43]=[CH:44][CH:45]=[CH:46][C:23]=2[CH2:22][CH2:21]1)[CH3:17])[CH3:15])([CH3:11])([CH3:10])[CH3:9]. The catalyst is CN(C=O)C.CO.CCOC(C)=O.[Cu-]=O. The product is [C:8]([O:12][C:13](=[O:48])[N:14]([C@H:16]([C:18](=[O:47])[NH:19][C@@H:20]1[C:26](=[O:27])[N:25]([CH2:28][C:29]2[C:38]3[C:33](=[CH:34][C:35]([C:39]4[NH:40][N:7]=[N:6][N:5]=4)=[CH:36][CH:37]=3)[CH:32]=[CH:31][C:30]=2[O:41][CH3:42])[C:24]2[CH:43]=[CH:44][CH:45]=[CH:46][C:23]=2[CH2:22][CH2:21]1)[CH3:17])[CH3:15])([CH3:9])([CH3:10])[CH3:11]. The yield is 0.340. (8) The reactants are [N+:1]([C:4]1[CH:5]=[N:6][N:7]([C:9]([C:12]2[CH:13]=[C:14]([CH:17]=[CH:18][CH:19]=2)[C:15]#[N:16])([CH3:11])[CH3:10])[CH:8]=1)([O-])=O.[NH4+].[Cl-]. The catalyst is CCO.O.[Fe]. The product is [NH2:1][C:4]1[CH:5]=[N:6][N:7]([C:9]([C:12]2[CH:13]=[C:14]([CH:17]=[CH:18][CH:19]=2)[C:15]#[N:16])([CH3:11])[CH3:10])[CH:8]=1. The yield is 0.870.